Task: Predict the reactants needed to synthesize the given product.. Dataset: Full USPTO retrosynthesis dataset with 1.9M reactions from patents (1976-2016) (1) Given the product [Cl:8][C:5]1[CH:6]=[CH:7][C:2]([B:21]2[O:25][C:24]([CH3:27])([CH3:26])[C:23]([CH3:29])([CH3:28])[O:22]2)=[C:3]([F:11])[C:4]=1[O:9][CH3:10], predict the reactants needed to synthesize it. The reactants are: Br[C:2]1[CH:7]=[CH:6][C:5]([Cl:8])=[C:4]([O:9][CH3:10])[C:3]=1[F:11].C([Mg]Br)(C)C.C(O[B:21]1[O:25][C:24]([CH3:27])([CH3:26])[C:23]([CH3:29])([CH3:28])[O:22]1)(C)C. (2) The reactants are: [Br:1][C:2]1[CH:13]=[C:6]2[C:7]([O:9][C:10](=O)[NH:11][C:5]2=[CH:4][CH:3]=1)=[O:8].[NH:14]([CH2:16]C(O)=O)[CH3:15].O. Given the product [Br:1][C:2]1[CH:3]=[CH:4][C:5]2[NH:11][C:10](=[O:9])[CH2:15][N:14]([CH3:16])[C:7](=[O:8])[C:6]=2[CH:13]=1, predict the reactants needed to synthesize it. (3) Given the product [C:63]([C:60]1[CH:59]=[N:58][C:57]([C:54]2[CH:53]=[CH:52][C:51]([O:48][CH2:47][C@H:35]3[CH2:34][C:33]([F:49])([F:32])[CH2:38][CH2:37][C@@H:36]3[NH:39][C:40](=[O:46])[O:41][C:42]([CH3:45])([CH3:43])[CH3:44])=[CH:56][CH:55]=2)=[N:62][CH:61]=1)#[N:64], predict the reactants needed to synthesize it. The reactants are: P(CCCC)(CCCC)CCCC.C1CCN(C(N=NC(N2CCCCC2)=O)=O)CC1.[F:32][C:33]1([F:49])[CH2:38][CH2:37][C@H:36]([NH:39][C:40](=[O:46])[O:41][C:42]([CH3:45])([CH3:44])[CH3:43])[C@@H:35]([CH2:47][OH:48])[CH2:34]1.O[C:51]1[CH:56]=[CH:55][C:54]([C:57]2[N:62]=[CH:61][C:60]([C:63]#[N:64])=[CH:59][N:58]=2)=[CH:53][CH:52]=1. (4) Given the product [NH2:20][C:3]1[CH:4]=[CH:5][C:6]2[CH2:7][CH2:8][N:9]([C:13]([O:15][C:16]([CH3:19])([CH3:17])[CH3:18])=[O:14])[CH2:10][CH2:11][C:12]=2[C:2]=1[OH:1], predict the reactants needed to synthesize it. The reactants are: [OH:1][C:2]1[C:12]2[CH2:11][CH2:10][N:9]([C:13]([O:15][C:16]([CH3:19])([CH3:18])[CH3:17])=[O:14])[CH2:8][CH2:7][C:6]=2[CH:5]=[CH:4][C:3]=1[N+:20]([O-])=O. (5) Given the product [Br:16][C:17]1[CH:18]=[N:19][N:20]2[CH:25]=[CH:24][C:23]([N:9]3[C@@H:8]([C:5]4[CH:4]=[CH:3][C:2]([F:1])=[CH:7][CH:6]=4)[CH2:12][O:11][C:10]3=[O:13])=[N:22][C:21]=12, predict the reactants needed to synthesize it. The reactants are: [F:1][C:2]1[CH:7]=[CH:6][C:5]([C@H:8]2[CH2:12][O:11][C:10](=[O:13])[NH:9]2)=[CH:4][CH:3]=1.[H-].[Na+].[Br:16][C:17]1[CH:18]=[N:19][N:20]2[CH:25]=[CH:24][C:23](Cl)=[N:22][C:21]=12.O. (6) Given the product [C:7]([O:11][C:12]([N:14]1[CH2:19][CH2:18][CH2:17][CH:16]([CH2:20][NH:21][C:35]([C:32]2[CH:33]=[N:34][C:29]([C:25]3[CH:26]=[CH:27][CH:28]=[C:23]([F:22])[CH:24]=3)=[N:30][CH:31]=2)=[O:36])[CH2:15]1)=[O:13])([CH3:10])([CH3:9])[CH3:8], predict the reactants needed to synthesize it. The reactants are: C(=O)([O-])[O-].[K+].[K+].[C:7]([O:11][C:12]([N:14]1[CH2:19][CH2:18][CH2:17][CH:16]([CH2:20][NH2:21])[CH2:15]1)=[O:13])([CH3:10])([CH3:9])[CH3:8].[F:22][C:23]1[CH:24]=[C:25]([C:29]2[N:34]=[CH:33][C:32]([C:35](Cl)=[O:36])=[CH:31][N:30]=2)[CH:26]=[CH:27][CH:28]=1. (7) The reactants are: [CH3:1][O:2][C:3](=[O:31])[C:4]1[CH:9]=[CH:8][CH:7]=[CH:6][C:5]=1[NH:10][C:11](=[O:30])[C:12]1[CH:17]=[CH:16][CH:15]=[CH:14][C:13]=1[NH:18][C:19](=[O:29])[C:20]1[CH:25]=[CH:24][CH:23]=[CH:22][C:21]=1[N+:26]([O-])=O. Given the product [CH3:1][O:2][C:3](=[O:31])[C:4]1[CH:9]=[CH:8][CH:7]=[CH:6][C:5]=1[NH:10][C:11](=[O:30])[C:12]1[CH:17]=[CH:16][CH:15]=[CH:14][C:13]=1[NH:18][C:19](=[O:29])[C:20]1[CH:25]=[CH:24][CH:23]=[CH:22][C:21]=1[NH2:26].[NH2:10][C:5]1[CH:6]=[CH:7][CH:8]=[CH:9][C:4]=1[C:3]([OH:31])=[O:2], predict the reactants needed to synthesize it. (8) Given the product [CH2:1]([N:3]1[C:12]2[C:7](=[CH:8][C:9]([CH3:27])=[C:10]([C:13]3[CH:14]=[C:15]([CH:31]=[CH:33][CH:34]=[CH:35][C:36]([OH:38])=[O:37])[CH:18]=[CH:19][C:20]=3[O:21][CH2:22][C:23]([F:26])([F:24])[F:25])[CH:11]=2)[C:6]([CH3:29])([CH3:28])[CH2:5][C:4]1=[O:30])[CH3:2], predict the reactants needed to synthesize it. The reactants are: [CH2:1]([N:3]1[C:12]2[C:7](=[CH:8][C:9]([CH3:27])=[C:10]([C:13]3[CH:14]=[C:15]([CH:18]=[CH:19][C:20]=3[O:21][CH2:22][C:23]([F:26])([F:25])[F:24])C=O)[CH:11]=2)[C:6]([CH3:29])([CH3:28])[CH2:5][C:4]1=[O:30])[CH3:2].[CH2:31]([CH:33](P(O)(O)=O)/[C:34](/CC)=[C:35](\CC)/[C:36]([O-:38])=[O:37])C. (9) Given the product [CH3:1][C:2]1[C:3]([N+:16]([O-:18])=[O:17])=[C:4]([NH:9][CH2:13][CH2:14][CH3:15])[C:5]([CH3:8])=[CH:6][CH:7]=1, predict the reactants needed to synthesize it. The reactants are: [CH3:1][C:2]1[C:3]([N+:16]([O-:18])=[O:17])=[C:4]([N:9]([CH2:13][CH2:14][CH3:15])C(=O)C)[C:5]([CH3:8])=[CH:6][CH:7]=1.OS(O)(=O)=O. (10) Given the product [CH3:1][N:2]([S:18]([C:21]1[CH:22]=[CH:23][C:24]([O:27][C:28]2[CH:33]=[CH:32][N:31]=[CH:30][CH:29]=2)=[CH:25][CH:26]=1)(=[O:20])=[O:19])[C:3]1[C:8]([C:9]([O-:11])=[O:10])=[CH:7][N:6]=[C:5]2[O:14][N:15]=[C:16]([CH3:17])[C:4]=12.[K+:35], predict the reactants needed to synthesize it. The reactants are: [CH3:1][N:2]([S:18]([C:21]1[CH:26]=[CH:25][C:24]([O:27][C:28]2[CH:33]=[CH:32][N:31]=[CH:30][CH:29]=2)=[CH:23][CH:22]=1)(=[O:20])=[O:19])[C:3]1[C:8]([C:9]([O:11]CC)=[O:10])=[CH:7][N:6]=[C:5]2[O:14][N:15]=[C:16]([CH3:17])[C:4]=12.[OH-].[K+:35].